Dataset: Full USPTO retrosynthesis dataset with 1.9M reactions from patents (1976-2016). Task: Predict the reactants needed to synthesize the given product. (1) Given the product [CH3:5][O:6][C:7]1[CH:8]=[C:9]2[C:14](=[CH:15][C:16]=1[N+:1]([O-:3])=[O:2])[NH:13][C:12](=[O:17])[CH2:11][CH2:10]2, predict the reactants needed to synthesize it. The reactants are: [N:1]([O-:3])=[O:2].[Na+].[CH3:5][O:6][C:7]1[CH:8]=[C:9]2[C:14](=[CH:15][CH:16]=1)[NH:13][C:12](=[O:17])[CH2:11][CH2:10]2. (2) Given the product [CH3:22][N:8]1[C:7]([CH2:6][CH2:5][CH2:4][OH:3])=[CH:11][C:10]([C:12]2[CH:17]=[CH:16][C:15]([C:18]([F:19])([F:20])[F:21])=[CH:14][CH:13]=2)=[N:9]1, predict the reactants needed to synthesize it. The reactants are: C([O:3][C:4](=O)[CH2:5][CH2:6][C:7]1[N:8]([CH3:22])[N:9]=[C:10]([C:12]2[CH:17]=[CH:16][C:15]([C:18]([F:21])([F:20])[F:19])=[CH:14][CH:13]=2)[CH:11]=1)C.[H-].[Al+3].[Li+].[H-].[H-].[H-]. (3) Given the product [CH2:25]([S:27][C:2]1[CH:3]=[CH:4][C:5]2[N:6]([C:8]([S:15]([NH2:18])(=[O:17])=[O:16])=[C:9]([C:11]([F:14])([F:13])[F:12])[N:10]=2)[N:7]=1)[CH3:26], predict the reactants needed to synthesize it. The reactants are: Cl[C:2]1[CH:3]=[CH:4][C:5]2[N:6]([C:8]([S:15]([NH2:18])(=[O:17])=[O:16])=[C:9]([C:11]([F:14])([F:13])[F:12])[N:10]=2)[N:7]=1.CC(C)([O-])C.[K+].[CH2:25]([SH:27])[CH3:26]. (4) Given the product [CH3:1][O:2][C:3]1[CH:8]=[CH:7][C:6]([C:9]2[CH:10]=[C:11]([C:13]3[CH:18]=[CH:17][C:16]([O:19][CH3:20])=[CH:15][CH:14]=3)[O:12][N:23]=2)=[CH:5][CH:4]=1, predict the reactants needed to synthesize it. The reactants are: [CH3:1][O:2][C:3]1[CH:8]=[CH:7][C:6]([C:9](=O)[CH2:10][C:11]([C:13]2[CH:18]=[CH:17][C:16]([O:19][CH3:20])=[CH:15][CH:14]=2)=[O:12])=[CH:5][CH:4]=1.Cl.[NH2:23]O.C(O)C. (5) Given the product [CH3:1][O:2][C:3](=[O:20])[C:4]1[CH:9]=[CH:8][C:7]([CH3:10])=[C:6]([N:11]2[C:16](=[O:17])[CH:15]=[C:14]([O:18][CH2:21][C:22]3[CH:29]=[CH:28][CH:27]=[C:24]([CH3:25])[CH:23]=3)[N:13]=[C:12]2[CH3:19])[CH:5]=1, predict the reactants needed to synthesize it. The reactants are: [CH3:1][O:2][C:3](=[O:20])[C:4]1[CH:9]=[CH:8][C:7]([CH3:10])=[C:6]([N:11]2[C:16](=[O:17])[CH:15]=[C:14]([OH:18])[N:13]=[C:12]2[CH3:19])[CH:5]=1.[CH3:21][C:22]1[CH:23]=[C:24]([CH:27]=[CH:28][CH:29]=1)[CH2:25]Br.C(=O)([O-])[O-].[K+].[K+].C1OCCOCCOCCOCCOCCOC1. (6) The reactants are: [F:1][C:2]([F:55])([F:54])[C:3]1[CH:4]=[C:5]([CH:47]=[C:48]([C:50]([F:53])([F:52])[F:51])[CH:49]=1)[C:6]([N:8]1[CH2:12][C@@:11]([CH2:20][CH2:21][N:22]2[CH2:27][CH2:26][C:25]3([C:35]4[C:30](=[CH:31][CH:32]=[CH:33][CH:34]=4)[CH2:29][C@@H:28]3[O:36][CH2:37][C:38]([N:40]([CH3:46])[CH2:41][CH2:42][CH2:43][NH:44][CH3:45])=[O:39])[CH2:24][CH2:23]2)([C:13]2[CH:18]=[CH:17][C:16]([F:19])=[CH:15][CH:14]=2)[O:10][CH2:9]1)=[O:7].[NH2:56][C:57]1[N:62]=[CH:61][C:60]([C:63]([OH:65])=O)=[CH:59][CH:58]=1.Cl.C(N=C=NCCCN(C)C)C. Given the product [NH2:56][C:57]1[CH:58]=[CH:59][C:60]([C:63]([N:44]([CH2:43][CH2:42][CH2:41][N:40]([C:38](=[O:39])[CH2:37][O:36][C@@H:28]2[C:25]3([CH2:26][CH2:27][N:22]([CH2:21][CH2:20][C@:11]4([C:13]5[CH:18]=[CH:17][C:16]([F:19])=[CH:15][CH:14]=5)[O:10][CH2:9][N:8]([C:6](=[O:7])[C:5]5[CH:47]=[C:48]([C:50]([F:51])([F:52])[F:53])[CH:49]=[C:3]([C:2]([F:54])([F:1])[F:55])[CH:4]=5)[CH2:12]4)[CH2:23][CH2:24]3)[C:35]3[C:30](=[CH:31][CH:32]=[CH:33][CH:34]=3)[CH2:29]2)[CH3:46])[CH3:45])=[O:65])=[CH:61][N:62]=1, predict the reactants needed to synthesize it. (7) Given the product [O:12]=[C:10]1[C:11]2[C:7](=[CH:6][CH:5]=[CH:4][C:3]=2[C:1]#[C:2][C:18]2[C:19]([C:20]([F:22])([F:21])[F:23])=[CH:14][N:15]=[C:16]([NH:24][C:25]3[CH:26]=[CH:27][C:28]([N:31]4[CH2:32][CH2:33][N:34]([C:37]([O:39][C:40]([CH3:43])([CH3:42])[CH3:41])=[O:38])[CH2:35][CH2:36]4)=[CH:29][CH:30]=3)[N:17]=2)[CH2:8][NH:9]1, predict the reactants needed to synthesize it. The reactants are: [C:1]([C:3]1[CH:4]=[CH:5][CH:6]=[C:7]2[C:11]=1[C:10](=[O:12])[NH:9][CH2:8]2)#[CH:2].Cl[C:14]1[C:19]([C:20]([F:23])([F:22])[F:21])=[CH:18][N:17]=[C:16]([NH:24][C:25]2[CH:30]=[CH:29][C:28]([N:31]3[CH2:36][CH2:35][N:34]([C:37]([O:39][C:40]([CH3:43])([CH3:42])[CH3:41])=[O:38])[CH2:33][CH2:32]3)=[CH:27][CH:26]=2)[N:15]=1.C(N(CC)CC)C.C1(P(C2C=CC=CC=2)C2C=CC=CC=2)C=CC=CC=1.